From a dataset of Reaction yield outcomes from USPTO patents with 853,638 reactions. Predict the reaction yield, written as a fraction of the theoretical maximum amount of product (1.0 means a 100% yield; for example, 0.34 means a 34% yield). (1) The reactants are [Cl:1][C:2]1[CH:3]=[CH:4][C:5]2[C:11](=O)[C:10](=[CH:13]N(C)C)[CH2:9][N:8]=[C:7]([C:17]3[C:22]([F:23])=[CH:21][CH:20]=[CH:19][C:18]=3[F:24])[C:6]=2[CH:25]=1.Cl.[NH2:27][C:28]([NH2:30])=[NH:29].C(=O)([O-])[O-].[K+].[K+].C(O)C. The catalyst is C(OCC)C.O. The product is [Cl:1][C:2]1[CH:3]=[CH:4][C:5]2[C:11]3[N:29]=[C:28]([NH2:30])[N:27]=[CH:13][C:10]=3[CH2:9][N:8]=[C:7]([C:17]3[C:18]([F:24])=[CH:19][CH:20]=[CH:21][C:22]=3[F:23])[C:6]=2[CH:25]=1. The yield is 0.890. (2) The reactants are [C:1]([O:4][C@H:5]1[C@H:10]([O:11][C:12](=[O:14])[CH3:13])[C@@H:9]([O:15][C:16](=[O:18])[CH3:17])[C@H:8]([C:19]2[CH:24]=[CH:23][C:22]([C:25]#[N:26])=[C:21]([CH2:27][C:28]3[CH:33]=[CH:32][C:31]([O:34][CH2:35][CH2:36][O:37][Si](C(C)(C)C)(C)C)=[CH:30][CH:29]=3)[CH:20]=2)[O:7][C@@H:6]1[CH2:45][O:46][C:47](=[O:49])[CH3:48])(=[O:3])[CH3:2].C(O)(=O)C.O.C(=O)(O)[O-].[Na+]. The catalyst is C(OCC)(=O)C. The product is [C:1]([O:4][C@H:5]1[C@H:10]([O:11][C:12](=[O:14])[CH3:13])[C@@H:9]([O:15][C:16](=[O:18])[CH3:17])[C@H:8]([C:19]2[CH:24]=[CH:23][C:22]([C:25]#[N:26])=[C:21]([CH2:27][C:28]3[CH:29]=[CH:30][C:31]([O:34][CH2:35][CH2:36][OH:37])=[CH:32][CH:33]=3)[CH:20]=2)[O:7][C@@H:6]1[CH2:45][O:46][C:47](=[O:49])[CH3:48])(=[O:3])[CH3:2]. The yield is 0.950. (3) The reactants are [Br:1][C:2]1[CH:3]=[CH:4][C:5]([NH:8][C@@H:9]2[CH2:14][CH2:13][CH2:12][NH:11][C@H:10]2[CH3:15])=[N:6][CH:7]=1.CCN(C(C)C)[CH:19]([CH3:21])[CH3:20].CN(C(O[N:33]1[N:41]=[N:40][C:35]2C=CC=N[C:34]1=2)=[N+](C)C)C.F[P-](F)(F)(F)(F)F.[CH2:49]1[CH2:53][O:52][CH2:51][CH2:50]1. No catalyst specified. The product is [N:40]1[N:41]([C:20]2[CH:19]=[CH:21][CH:51]=[CH:50][C:49]=2[C:53]([N:11]2[CH2:12][CH2:13][CH2:14][C@@H:9]([NH:8][C:5]3[CH:4]=[CH:3][C:2]([Br:1])=[CH:7][N:6]=3)[C@@H:10]2[CH3:15])=[O:52])[N:33]=[CH:34][CH:35]=1. The yield is 0.550. (4) The reactants are [CH:1]([NH:4][C:5]1[O:6][C:7]([C:10]2[CH:11]=[C:12]3[C:16](=[CH:17][CH:18]=2)[N:15]([S:19]([C:22]2[CH:28]=[CH:27][C:25]([CH3:26])=[CH:24][CH:23]=2)(=[O:21])=[O:20])[CH:14]=[C:13]3B2OC(C)(C)C(C)(C)O2)=[N:8][N:9]=1)([CH3:3])[CH3:2].CC(C1C=C(C(C)C)C(C2C=CC=CC=2P(C2CCCCC2)C2CCCCC2)=C(C(C)C)C=1)C.Cl[C:73]1[N:78]=[C:77]([CH:79]2[CH2:81][CH2:80]2)[C:76]([C:82]([O:84][CH3:85])=[O:83])=[CH:75][N:74]=1.P([O-])([O-])([O-])=O.[K+].[K+].[K+]. The catalyst is C1C=CC(/C=C/C(/C=C/C2C=CC=CC=2)=O)=CC=1.C1C=CC(/C=C/C(/C=C/C2C=CC=CC=2)=O)=CC=1.C1C=CC(/C=C/C(/C=C/C2C=CC=CC=2)=O)=CC=1.[Pd].[Pd]. The product is [CH:79]1([C:77]2[C:76]([C:82]([O:84][CH3:85])=[O:83])=[CH:75][N:74]=[C:73]([C:13]3[C:12]4[C:16](=[CH:17][CH:18]=[C:10]([C:7]5[O:6][C:5]([NH:4][CH:1]([CH3:3])[CH3:2])=[N:9][N:8]=5)[CH:11]=4)[N:15]([S:19]([C:22]4[CH:23]=[CH:24][C:25]([CH3:26])=[CH:27][CH:28]=4)(=[O:20])=[O:21])[CH:14]=3)[N:78]=2)[CH2:80][CH2:81]1. The yield is 0.403.